This data is from Forward reaction prediction with 1.9M reactions from USPTO patents (1976-2016). The task is: Predict the product of the given reaction. (1) Given the reactants [CH:1]1[C:10]2[CH2:9][CH2:8][CH2:7][CH2:6][C:5]=2[CH:4]=[CH:3][C:2]=1[C:11]1[CH:15]=[C:14]([NH2:16])[NH:13][N:12]=1.[C:17]([CH:20]([CH2:26][C:27]([O:29][CH3:30])=[O:28])[C:21](OCC)=[O:22])(=O)[CH3:18], predict the reaction product. The product is: [OH:22][C:21]1[N:13]2[N:12]=[C:11]([C:2]3[CH:3]=[CH:4][C:5]4[CH2:6][CH2:7][CH2:8][CH2:9][C:10]=4[CH:1]=3)[CH:15]=[C:14]2[N:16]=[C:17]([CH3:18])[C:20]=1[CH2:26][C:27]([O:29][CH3:30])=[O:28]. (2) Given the reactants [Cl:1][C:2]1[CH:21]=[CH:20][C:5]2[N:6]=[C:7]([N:9]3[CH2:14][CH2:13][C:12]([CH2:17][CH2:18]Cl)([CH2:15][CH3:16])[CH2:11][CH2:10]3)[S:8][C:4]=2[CH:3]=1.[CH3:22][O:23][C:24](=[O:34])[CH2:25][C:26]1[CH:31]=[CH:30][C:29]([Cl:32])=[C:28]([OH:33])[CH:27]=1.C(=O)([O-])[O-].[Cs+].[Cs+].CN(C)C=O, predict the reaction product. The product is: [CH3:22][O:23][C:24](=[O:34])[CH2:25][C:26]1[CH:31]=[CH:30][C:29]([Cl:32])=[C:28]([O:33][CH2:16][CH2:15][C:12]2([CH2:17][CH3:18])[CH2:11][CH2:10][N:9]([C:7]3[S:8][C:4]4[CH:3]=[C:2]([Cl:1])[CH:21]=[CH:20][C:5]=4[N:6]=3)[CH2:14][CH2:13]2)[CH:27]=1. (3) Given the reactants I[C:2]1[CH:3]=[C:4]([CH:12]=[CH:13][CH:14]=1)[CH2:5][N:6]1[CH2:11][CH2:10][O:9][CH2:8][CH2:7]1.C(N(CC)CC)C.[C:22]([O:26][CH2:27][CH3:28])(=[O:25])[CH:23]=[CH2:24].C([O-])(=O)C, predict the reaction product. The product is: [CH2:27]([O:26][C:22](=[O:25])[CH:23]=[CH:24][C:2]1[CH:14]=[CH:13][CH:12]=[C:4]([CH2:5][N:6]2[CH2:11][CH2:10][O:9][CH2:8][CH2:7]2)[CH:3]=1)[CH3:28].